This data is from Full USPTO retrosynthesis dataset with 1.9M reactions from patents (1976-2016). The task is: Predict the reactants needed to synthesize the given product. (1) Given the product [CH3:32][O:31][C:30]1[C:15]2[C:14]([N:11]3[CH2:12][CH2:13][NH:8][CH2:9][CH2:10]3)=[N:19][C:18]([C:20]3[CH:25]=[CH:24][N:23]=[C:22]([NH:42][C:35]4[C:34]([F:33])=[CH:39][C:38]([F:40])=[CH:37][C:36]=4[F:41])[CH:21]=3)=[N:17][C:16]=2[CH:27]=[N:28][CH:29]=1, predict the reactants needed to synthesize it. The reactants are: C(OC([N:8]1[CH2:13][CH2:12][N:11]([C:14]2[C:15]3[C:30]([O:31][CH3:32])=[CH:29][N:28]=[CH:27][C:16]=3[N:17]=[C:18]([C:20]3[CH:25]=[CH:24][N:23]=[C:22](Cl)[CH:21]=3)[N:19]=2)[CH2:10][CH2:9]1)=O)(C)(C)C.[F:33][C:34]1[CH:39]=[C:38]([F:40])[CH:37]=[C:36]([F:41])[C:35]=1[NH2:42]. (2) Given the product [Br:16][C:17]1[CH:22]=[CH:21][C:20]([C:23]2[S:27][C:26]3[CH:28]=[C:29]([O:1][S:9]([C:12]([F:13])([F:14])[F:15])(=[O:10])=[O:11])[CH:30]=[CH:31][C:25]=3[CH:24]=2)=[CH:19][CH:18]=1, predict the reactants needed to synthesize it. The reactants are: [O:1]([S:9]([C:12]([F:15])([F:14])[F:13])(=[O:11])=[O:10])S(C(F)(F)F)(=O)=O.[Br:16][C:17]1[CH:22]=[CH:21][C:20]([C:23]2[S:27][C:26]3[CH:28]=[C:29](O)[CH:30]=[CH:31][C:25]=3[CH:24]=2)=[CH:19][CH:18]=1.